From a dataset of Forward reaction prediction with 1.9M reactions from USPTO patents (1976-2016). Predict the product of the given reaction. (1) Given the reactants Br[C:2]1[CH:7]=[CH:6][C:5]([O:8][CH:9]([F:11])[F:10])=[C:4]([O:12][CH3:13])[C:3]=1[O:14][CH2:15][CH:16]([CH3:18])[CH3:17].C(=O)([O-])[O-].[Cs+].[Cs+].CC1(C)C(C)(C)OB([C:33]2[CH:34]=[C:35]3[C:39](=[CH:40][CH:41]=2)[C:38](=[O:42])[NH:37][CH2:36]3)O1, predict the reaction product. The product is: [F:10][CH:9]([F:11])[O:8][C:5]1[CH:6]=[CH:7][C:2]([C:33]2[CH:34]=[C:35]3[C:39](=[CH:40][CH:41]=2)[C:38](=[O:42])[NH:37][CH2:36]3)=[C:3]([O:14][CH2:15][CH:16]([CH3:18])[CH3:17])[C:4]=1[O:12][CH3:13]. (2) Given the reactants [F:1][C:2]1[CH:10]=[C:9]([F:11])[CH:8]=[CH:7][C:3]=1[C:4](Cl)=[O:5].[Br:12][C:13]1[CH:14]=[C:15]([NH2:20])[C:16]([Cl:19])=[N:17][CH:18]=1, predict the reaction product. The product is: [Br:12][C:13]1[CH:14]=[C:15]([NH:20][C:4](=[O:5])[C:3]2[CH:7]=[CH:8][C:9]([F:11])=[CH:10][C:2]=2[F:1])[C:16]([Cl:19])=[N:17][CH:18]=1. (3) Given the reactants [Cl:1][C:2]1[CH:7]=[CH:6][C:5]([NH:8][S:9]([C:12]([F:15])([F:14])[F:13])(=[O:11])=[O:10])=[C:4]([C:16](=O)[CH2:17][CH3:18])[CH:3]=1.Cl.[F:21][C:22]([F:37])([F:36])[C:23]1[CH:31]=[C:30]([C:32]([F:35])([F:34])[F:33])[CH:29]=[CH:28][C:24]=1[CH2:25][O:26][NH2:27].CC([O-])=O.[Na+], predict the reaction product. The product is: [F:21][C:22]([F:36])([F:37])[C:23]1[CH:31]=[C:30]([C:32]([F:35])([F:33])[F:34])[CH:29]=[CH:28][C:24]=1[CH2:25][O:26][N:27]=[C:16]([C:4]1[CH:3]=[C:2]([Cl:1])[CH:7]=[CH:6][C:5]=1[NH:8][S:9]([C:12]([F:15])([F:14])[F:13])(=[O:11])=[O:10])[CH2:17][CH3:18]. (4) Given the reactants Cl.[Cl:2][C:3]1[CH:8]=[CH:7][CH:6]=[CH:5][C:4]=1[N:9]1[CH:13]([C:14]2[CH:15]=[N:16][C:17]([N:20]3[CH2:25][CH2:24][NH:23][CH2:22][CH2:21]3)=[CH:18][CH:19]=2)[CH2:12][C:11]([C:26]([C:32]([F:35])([F:34])[F:33])([C:28]([F:31])([F:30])[F:29])[OH:27])=[N:10]1.[CH3:36][S:37](Cl)(=[O:39])=[O:38].C(N(CC)CC)C, predict the reaction product. The product is: [Cl:2][C:3]1[CH:8]=[CH:7][CH:6]=[CH:5][C:4]=1[N:9]1[CH:13]([C:14]2[CH:15]=[N:16][C:17]([N:20]3[CH2:25][CH2:24][N:23]([S:37]([CH3:36])(=[O:39])=[O:38])[CH2:22][CH2:21]3)=[CH:18][CH:19]=2)[CH2:12][C:11]([C:26]([C:28]([F:31])([F:30])[F:29])([C:32]([F:33])([F:35])[F:34])[OH:27])=[N:10]1. (5) Given the reactants [CH3:1][N:2]([CH2:4][C:5]1[O:9][C:8]([CH2:10][S:11][CH2:12][CH2:13][NH:14][C:15]([NH:20][CH3:21])=[CH:16][N+:17]([O-:19])=[O:18])=[CH:7][CH:6]=1)[CH3:3].[ClH:22], predict the reaction product. The product is: [ClH:22].[CH3:3][N:2]([CH2:4][C:5]1[O:9][C:8]([CH2:10][S:11][CH2:12][CH2:13][NH:14][C:15]([NH:20][CH3:21])=[CH:16][N+:17]([O-:19])=[O:18])=[CH:7][CH:6]=1)[CH3:1]. (6) Given the reactants [OH:1][C:2]1[CH:9]=[C:8]([OH:10])[C:7]([O:11][CH3:12])=[CH:6][C:3]=1[CH:4]=[O:5].[CH2:13](Br)[C:14]1[CH:19]=[CH:18][CH:17]=[CH:16][CH:15]=1.N12CCCN=C1CCCCC2.[OH-].[Na+], predict the reaction product. The product is: [CH2:13]([O:10][C:8]1[C:7]([O:11][CH3:12])=[CH:6][C:3]([CH:4]=[O:5])=[C:2]([OH:1])[CH:9]=1)[C:14]1[CH:19]=[CH:18][CH:17]=[CH:16][CH:15]=1.